From a dataset of Catalyst prediction with 721,799 reactions and 888 catalyst types from USPTO. Predict which catalyst facilitates the given reaction. (1) Reactant: [CH3:1][NH:2][CH:3]1[CH2:8][CH2:7][N:6]([C:9]([O:11][C:12]([CH3:15])([CH3:14])[CH3:13])=[O:10])[CH2:5][CH2:4]1.C(N(CC)CC)C.ClCCl.Cl[C:27]([O:29][CH2:30][C:31]1[CH:36]=[CH:35][CH:34]=[CH:33][CH:32]=1)=[O:28]. Product: [CH2:30]([O:29][C:27]([CH2:1][NH:2][CH:3]1[CH2:8][CH2:7][N:6]([C:9]([O:11][C:12]([CH3:15])([CH3:14])[CH3:13])=[O:10])[CH2:5][CH2:4]1)=[O:28])[C:31]1[CH:36]=[CH:35][CH:34]=[CH:33][CH:32]=1. The catalyst class is: 146. (2) Reactant: C(=O)([O:2][C:3]1[CH:8]=[C:7]([I:9])[C:6]([F:10])=[CH:5][C:4]=1[CH3:11])[O:2][C:3]1[CH:8]=[C:7]([I:9])[C:6]([F:10])=[CH:5][C:4]=1[CH3:11].[OH-].[Na+]. Product: [F:10][C:6]1[C:7]([I:9])=[CH:8][C:3]([OH:2])=[C:4]([CH3:11])[CH:5]=1. The catalyst class is: 191. (3) Reactant: C([N:8]1[CH2:13][CH2:12][CH:11]([C:14]2[N:22]3[C:17]([C:18](=[O:35])[N:19]=[C:20]([NH:23][CH:24]([C:28]4[CH:33]=[CH:32][C:31]([Cl:34])=[CH:30][CH:29]=4)[CH2:25][CH2:26][OH:27])[NH:21]3)=[CH:16][N:15]=2)[CH2:10][CH2:9]1)C1C=CC=CC=1.C(Cl)(=O)OC(Cl)C. Product: [Cl:34][C:31]1[CH:32]=[CH:33][C:28]([CH:24]([NH:23][C:20]2[NH:21][N:22]3[C:14]([CH:11]4[CH2:12][CH2:13][NH:8][CH2:9][CH2:10]4)=[N:15][CH:16]=[C:17]3[C:18](=[O:35])[N:19]=2)[CH2:25][CH2:26][OH:27])=[CH:29][CH:30]=1. The catalyst class is: 57. (4) Reactant: [F:1][C:2]1[C:3]([NH:27][C:28]2[CH:33]=[CH:32][C:31]([I:34])=[CH:30][C:29]=2[F:35])=[C:4]([C:9]([N:11]2[CH2:14][C:13]([CH2:16][N:17]([CH2:25][CH3:26])[C:18](=[O:24])[O:19][C:20]([CH3:23])([CH3:22])[CH3:21])(O)[CH2:12]2)=[O:10])[CH:5]=[CH:6][C:7]=1[F:8].CCN(S(F)(F)[F:42])CC. Product: [F:1][C:2]1[C:3]([NH:27][C:28]2[CH:33]=[CH:32][C:31]([I:34])=[CH:30][C:29]=2[F:35])=[C:4]([C:9]([N:11]2[CH2:12][C:13]([CH2:16][N:17]([CH2:25][CH3:26])[C:18](=[O:24])[O:19][C:20]([CH3:23])([CH3:21])[CH3:22])([F:42])[CH2:14]2)=[O:10])[CH:5]=[CH:6][C:7]=1[F:8]. The catalyst class is: 22. (5) Reactant: Cl[C:2]1[C:7]([O:8][CH2:9][CH2:10][O:11]C2CCCCO2)=[CH:6][CH:5]=[CH:4][N:3]=1.[OH:18][CH:19]1[CH2:24][CH2:23][N:22]([CH3:25])[CH2:21][CH2:20]1.CC(C)([O-])C.[K+].C(O)(C)(C)C. Product: [CH3:25][N:22]1[CH2:23][CH2:24][CH:19]([O:18][C:2]2[C:7]([O:8][CH2:9][CH2:10][OH:11])=[CH:6][CH:5]=[CH:4][N:3]=2)[CH2:20][CH2:21]1. The catalyst class is: 11. (6) Reactant: [CH3:1][C:2]1([C:5]([OH:7])=O)[CH2:4][CH2:3]1.[CH3:8][NH:9][CH2:10][C:11]1[S:12][CH:13]=[CH:14][CH:15]=1.C(N(CC)CC)C.CCN=C=NCCCN(C)C. Product: [CH3:8][N:9]([CH2:10][C:11]1[S:12][CH:13]=[CH:14][CH:15]=1)[C:5]([C:2]1([CH3:1])[CH2:4][CH2:3]1)=[O:7]. The catalyst class is: 64. (7) Reactant: Br[C:2]1[CH:3]=[C:4]([O:20][CH3:21])[C:5]2[O:9][CH:8]([CH2:10][NH:11][C:12](=[O:18])[O:13][C:14]([CH3:17])([CH3:16])[CH3:15])[CH2:7][C:6]=2[CH:19]=1.C([O-])([O-])=O.[K+].[K+].[O:28]1[CH2:33][CH2:32][N:31]([C:34]([C:36]2[CH:41]=[CH:40][C:39](B3OC(C)(C)C(C)(C)O3)=[CH:38][CH:37]=2)=[O:35])[CH2:30][CH2:29]1.O. Product: [CH3:21][O:20][C:4]1[C:5]2[O:9][CH:8]([CH2:10][NH:11][C:12](=[O:18])[O:13][C:14]([CH3:17])([CH3:16])[CH3:15])[CH2:7][C:6]=2[CH:19]=[C:2]([C:39]2[CH:38]=[CH:37][C:36]([C:34]([N:31]3[CH2:32][CH2:33][O:28][CH2:29][CH2:30]3)=[O:35])=[CH:41][CH:40]=2)[CH:3]=1. The catalyst class is: 75. (8) Reactant: [Br-].[C:2]1([CH2:8][CH2:9][CH2:10][P+](C2C=CC=CC=2)(C2C=CC=CC=2)C2C=CC=CC=2)[CH:7]=[CH:6][CH:5]=[CH:4][CH:3]=1.[CH3:30][O:31][C:32]1[CH:39]=[CH:38][CH:37]=[CH:36][C:33]=1[CH:34]=O. Product: [CH3:30][O:31][C:32]1[CH:39]=[CH:38][CH:37]=[CH:36][C:33]=1[CH:34]=[CH:10][CH2:9][CH2:8][C:2]1[CH:3]=[CH:4][CH:5]=[CH:6][CH:7]=1. The catalyst class is: 3. (9) Reactant: [Cl:1][C:2]1[CH:10]=[CH:9][C:5]([C:6]([NH2:8])=[S:7])=[C:4]([O:11][CH3:12])[CH:3]=1.Cl[CH:14]([C:20]([CH3:22])=O)[C:15]([O:17][CH2:18][CH3:19])=[O:16]. Product: [Cl:1][C:2]1[CH:10]=[CH:9][C:5]([C:6]2[S:7][C:14]([C:15]([O:17][CH2:18][CH3:19])=[O:16])=[C:20]([CH3:22])[N:8]=2)=[C:4]([O:11][CH3:12])[CH:3]=1. The catalyst class is: 8. (10) Reactant: [Cl:1][CH2:2][CH2:3][CH2:4][C:5]([C:7]1[CH:12]=[CH:11][C:10]([CH:13]([CH3:15])[CH3:14])=[CH:9][CH:8]=1)=[O:6].[Br:16]([O-])(=O)=O.[Na+].[Br-].[Na+].S(S([O-])(=O)=O)([O-])(=O)=O.[Na+].[Na+]. Product: [Br:16][C:13]([C:10]1[CH:9]=[CH:8][C:7]([C:5](=[O:6])[CH2:4][CH2:3][CH2:2][Cl:1])=[CH:12][CH:11]=1)([CH3:15])[CH3:14]. The catalyst class is: 34.